From a dataset of Full USPTO retrosynthesis dataset with 1.9M reactions from patents (1976-2016). Predict the reactants needed to synthesize the given product. (1) Given the product [CH:5]12[O:8][CH:1]([CH2:7][CH2:6]1)[CH2:2][N:3]([C:9]1[N:14]=[C:13]([N:15]3[CH2:20][CH2:19][CH:18]([N:49]4[CH2:50][CH2:51][N:46]([CH3:45])[CH2:47][CH2:48]4)[CH2:17][CH2:16]3)[N:12]=[C:11]([C:22]3[CH:23]=[CH:24][C:25]([NH:28][C:29]([NH:31][C:32]4[CH:37]=[CH:36][N:35]=[CH:34][CH:33]=4)=[O:30])=[CH:26][CH:27]=3)[N:10]=1)[CH2:4]2, predict the reactants needed to synthesize it. The reactants are: [CH:1]12[O:8][CH:5]([CH2:6][CH2:7]1)[CH2:4][N:3]([C:9]1[N:14]=[C:13]([N:15]3[CH2:20][CH2:19][C:18](=O)[CH2:17][CH2:16]3)[N:12]=[C:11]([C:22]3[CH:27]=[CH:26][C:25]([NH:28][C:29]([NH:31][C:32]4[CH:37]=[CH:36][N:35]=[CH:34][CH:33]=4)=[O:30])=[CH:24][CH:23]=3)[N:10]=1)[CH2:2]2.C(O)(C(F)(F)F)=O.[CH3:45][N:46]1[CH2:51][CH2:50][NH:49][CH2:48][CH2:47]1. (2) The reactants are: Cl[C:2]1[CH:3]=[C:4]2[N:11]([CH3:12])[C:10]([CH3:14])([CH3:13])[CH2:9][N:5]2[C:6](=[O:8])[N:7]=1.[F:15][C:16]1[CH:17]=[C:18]([CH2:23][OH:24])[CH:19]=[CH:20][C:21]=1[F:22]. Given the product [F:15][C:16]1[CH:17]=[C:18]([CH:19]=[CH:20][C:21]=1[F:22])[CH2:23][O:24][C:2]1[CH:3]=[C:4]2[N:11]([CH3:12])[C:10]([CH3:14])([CH3:13])[CH2:9][N:5]2[C:6](=[O:8])[N:7]=1, predict the reactants needed to synthesize it. (3) Given the product [N:1]1([CH2:7][C:8]#[C:9][CH2:10][OH:11])[CH2:5][CH2:4][CH2:3][CH2:2]1, predict the reactants needed to synthesize it. The reactants are: [NH:1]1[CH2:5][CH2:4][CH2:3][CH2:2]1.Cl[CH2:7][C:8]#[C:9][CH2:10][OH:11]. (4) Given the product [CH2:20]=[C:21]1[CH2:26][CH:25]([CH3:27])[O:24][C:22]1=[O:23].[C:28]([OH:32])(=[O:31])[CH:29]=[CH2:30], predict the reactants needed to synthesize it. The reactants are: O.S([O-])(OCCCCCCCCCCCC)(=O)=O.[Na+].[CH2:20]=[C:21]1[CH2:26][CH:25]([CH3:27])[O:24][C:22]1=[O:23].[C:28]([OH:32])(=[O:31])[CH:29]=[CH2:30].C(OCC(CO)(CO)CO)C=C.S(OOS([O-])(=O)=O)([O-])(=O)=O.[Na+].[Na+].[OH-].[Na+]. (5) Given the product [CH3:23][C:24]1[CH:29]=[C:28]([C:12]2[CH:13]=[C:14]3[C:19](=[CH:20][CH:21]=2)[C:18](=[O:22])[CH2:17][CH2:16][CH2:15]3)[CH:27]=[CH:26][N:25]=1, predict the reactants needed to synthesize it. The reactants are: CC1C=CC(S(O[C:12]2[CH:21]=[CH:20][C:19]3[C:18](=[O:22])[CH2:17][CH2:16][CH2:15][C:14]=3[CH:13]=2)(=O)=O)=CC=1.[CH3:23][C:24]1[CH:29]=[C:28](B2OC(C)(C)C(C)(C)O2)[CH:27]=[CH:26][N:25]=1.C([O-])([O-])=O.[Na+].[Na+].[Li]Cl.O. (6) Given the product [C:12]([O:11][C:9]([N:19]([CH2:16][CH:17]=[CH2:18])[CH2:20][C:21]1[CH:22]=[CH:23][CH:24]=[C:25]2[C:29]=1[NH:28][CH:27]=[CH:26]2)=[O:10])([CH3:13])([CH3:14])[CH3:15], predict the reactants needed to synthesize it. The reactants are: [C:9](O[C:9]([O:11][C:12]([CH3:15])([CH3:14])[CH3:13])=[O:10])([O:11][C:12]([CH3:15])([CH3:14])[CH3:13])=[O:10].[CH2:16]([NH:19][CH2:20][C:21]1[CH:22]=[CH:23][CH:24]=[C:25]2[C:29]=1[NH:28][CH:27]=[CH:26]2)[CH:17]=[CH2:18].C(OCC)(=O)C.